This data is from Catalyst prediction with 721,799 reactions and 888 catalyst types from USPTO. The task is: Predict which catalyst facilitates the given reaction. (1) Reactant: [F:1][C:2]([F:28])([F:27])[C:3]1[CH:7]=[C:6]([C:8]([F:11])([F:10])[F:9])[N:5]([C:12]2[C:13]([Cl:26])=[N:14][C:15]3[N:16]([N:19]=[CH:20][C:21]=3[C:22]([O:24][CH3:25])=[O:23])[C:17]=2Cl)[N:4]=1.[F:29][C:30]([F:34])([F:33])[CH2:31][NH2:32].C(=O)([O-])[O-].[K+].[K+].Cl. Product: [F:1][C:2]([F:28])([F:27])[C:3]1[CH:7]=[C:6]([C:8]([F:9])([F:10])[F:11])[N:5]([C:12]2[C:13]([Cl:26])=[N:14][C:15]3[N:16]([N:19]=[CH:20][C:21]=3[C:22]([O:24][CH3:25])=[O:23])[C:17]=2[NH:32][CH2:31][C:30]([F:34])([F:33])[F:29])[N:4]=1. The catalyst class is: 10. (2) Reactant: [F:1][C:2]([F:17])([F:16])[CH2:3][O:4][C:5]1[CH:10]=[CH:9][C:8]([SH:11])=[C:7]([C:12]([F:15])([F:14])[F:13])[CH:6]=1.[C:18]([C:20]1([NH:23][C:24]([C@H:26]2[N:30]([C:31]([C:33]3([CH3:36])[CH2:35][CH2:34]3)=[O:32])[CH2:29][C@@H:28](OS(C3C=CC=CC=3)(=O)=O)[CH2:27]2)=[O:25])[CH2:22][CH2:21]1)#[N:19].CC(C)([O-])C.[Li+].O. Product: [C:18]([C:20]1([NH:23][C:24]([C@@H:26]2[CH2:27][C@@H:28]([S:11][C:8]3[CH:9]=[CH:10][C:5]([O:4][CH2:3][C:2]([F:1])([F:16])[F:17])=[CH:6][C:7]=3[C:12]([F:13])([F:14])[F:15])[CH2:29][N:30]2[C:31]([C:33]2([CH3:36])[CH2:35][CH2:34]2)=[O:32])=[O:25])[CH2:21][CH2:22]1)#[N:19]. The catalyst class is: 182. (3) Reactant: [CH2:1]([O:3][C:4](=[O:38])[CH:5]([C:10]1[CH:11]=[C:12]([C:28]2[CH:33]=[CH:32][C:31]([C:34]([F:37])([F:36])[F:35])=[CH:30][CH:29]=2)[CH:13]=[C:14]([CH:16]2[CH2:21][CH2:20][N:19]([CH2:22][CH:23]=[CH:24][CH:25]([CH3:27])[CH3:26])[CH2:18][CH2:17]2)[CH:15]=1)[CH2:6][CH:7]([CH3:9])[CH3:8])[CH3:2]. Product: [CH2:1]([O:3][C:4](=[O:38])[CH:5]([C:10]1[CH:11]=[C:12]([C:28]2[CH:29]=[CH:30][C:31]([C:34]([F:35])([F:36])[F:37])=[CH:32][CH:33]=2)[CH:13]=[C:14]([CH:16]2[CH2:17][CH2:18][N:19]([CH2:22][CH2:23][CH2:24][CH:25]([CH3:27])[CH3:26])[CH2:20][CH2:21]2)[CH:15]=1)[CH2:6][CH:7]([CH3:9])[CH3:8])[CH3:2]. The catalyst class is: 5. (4) Reactant: [Cl:1][C:2]1[CH:7]=[CH:6][C:5]([C:8]2[O:12][C:11]([C:13]3[CH:14]=[C:15]([NH2:20])[C:16]([NH2:19])=[CH:17][CH:18]=3)=[N:10][N:9]=2)=[CH:4][CH:3]=1.[C:21]([O:25][C:26](=[O:39])[CH2:27][CH2:28][C:29]1[CH:34]=[C:33]([Cl:35])[C:32]([CH:36]=O)=[C:31]([Cl:38])[CH:30]=1)([CH3:24])([CH3:23])[CH3:22]. Product: [C:21]([O:25][C:26](=[O:39])[CH2:27][CH2:28][C:29]1[CH:34]=[C:33]([Cl:35])[C:32]([C:36]2[NH:20][C:15]3[CH:14]=[C:13]([C:11]4[O:12][C:8]([C:5]5[CH:4]=[CH:3][C:2]([Cl:1])=[CH:7][CH:6]=5)=[N:9][N:10]=4)[CH:18]=[CH:17][C:16]=3[N:19]=2)=[C:31]([Cl:38])[CH:30]=1)([CH3:24])([CH3:22])[CH3:23]. The catalyst class is: 16. (5) Reactant: [C:1]1([CH3:10])[CH:6]=[CH:5][C:4]([N:7]=[C:8]=[O:9])=[CH:3][CH:2]=1.[C:11]([C:15]([CH2:17][N:18]1[CH2:29][CH2:28][NH:27][CH2:26][CH2:25][N:24]([CH2:30][C:31]([C:33]([CH3:36])([CH3:35])[CH3:34])=[O:32])[CH2:23][CH2:22][N:21]([CH2:37][C:38]([C:40]([CH3:43])([CH3:42])[CH3:41])=[O:39])[CH2:20][CH2:19]1)=[O:16])([CH3:14])([CH3:13])[CH3:12].C(N(CC)CC)C. Product: [C:11]([C:15]([CH2:17][N:18]1[CH2:29][CH2:28][N:27]([C:8](=[O:9])[NH:7][C:4]2[CH:5]=[CH:6][C:1]([CH3:10])=[CH:2][CH:3]=2)[CH2:26][CH2:25][N:24]([CH2:30][C:31]([C:33]([CH3:35])([CH3:34])[CH3:36])=[O:32])[CH2:23][CH2:22][N:21]([CH2:37][C:38]([C:40]([CH3:43])([CH3:42])[CH3:41])=[O:39])[CH2:20][CH2:19]1)=[O:16])([CH3:14])([CH3:12])[CH3:13]. The catalyst class is: 3. (6) Reactant: [F:1][C:2]1[C:3]([N:8]2[CH2:13][CH2:12][C:11](O)([C:14]#[N:15])[CH2:10][CH2:9]2)=[N:4][CH:5]=[CH:6][CH:7]=1.P(Cl)(Cl)(Cl)=O.P([O-])([O-])([O-])=O.[K+].[K+].[K+]. Product: [F:1][C:2]1[C:3]([N:8]2[CH2:9][CH:10]=[C:11]([C:14]#[N:15])[CH2:12][CH2:13]2)=[N:4][CH:5]=[CH:6][CH:7]=1. The catalyst class is: 17. (7) Reactant: [Br:1][C:2]([CH3:21])([CH3:20])[C:3]([O:5][CH2:6][C:7]([CH2:12][O:13][C:14](=[O:19])[C:15]([Br:18])([CH3:17])[CH3:16])([CH3:11])[C:8]([OH:10])=[O:9])=[O:4].[CH2:22](O)[CH2:23][OH:24].C1(C)C=CC(S([O-])(=O)=O)=CC=1.C[N+]1(C)C=CC=CC1.C(N=C=NC(C)C)(C)C. Product: [Br:1][C:2]([CH3:21])([CH3:20])[C:3]([O:5][CH2:6][C:7]([CH2:12][O:13][C:14](=[O:19])[C:15]([Br:18])([CH3:16])[CH3:17])([CH3:11])[C:8]([O:10][CH2:22][CH2:23][OH:24])=[O:9])=[O:4]. The catalyst class is: 4.